Dataset: Forward reaction prediction with 1.9M reactions from USPTO patents (1976-2016). Task: Predict the product of the given reaction. (1) Given the reactants Cl[C:2]1[N:7]=[C:6]([NH:8][CH:9]([C:11]2[CH:16]=[CH:15][C:14]([F:17])=[CH:13][CH:12]=2)[CH3:10])[CH:5]=[N:4][CH:3]=1.[CH:18]([C:20]1[CH:21]=[C:22](B(O)O)[CH:23]=[CH:24][CH:25]=1)=[O:19].C(=O)([O-])[O-].[Cs+].[Cs+].O, predict the reaction product. The product is: [F:17][C:14]1[CH:15]=[CH:16][C:11]([CH:9]([NH:8][C:6]2[N:7]=[C:2]([C:24]3[CH:25]=[C:20]([CH:21]=[CH:22][CH:23]=3)[CH:18]=[O:19])[CH:3]=[N:4][CH:5]=2)[CH3:10])=[CH:12][CH:13]=1. (2) The product is: [Cl:1][C:2]1[CH:9]=[C:6]([CH:5]=[CH:4][C:3]=1[O:10][CH2:25][O:24][CH2:23][CH2:22][Si:21]([CH3:28])([CH3:27])[CH3:20])[CH:7]=[O:8]. Given the reactants [Cl:1][C:2]1[C:3]([OH:10])=[CH:4][CH:5]=[C:6]([CH:9]=1)[CH:7]=[O:8].C(N(C(C)C)CC)(C)C.[CH3:20][Si:21]([CH3:28])([CH3:27])[CH2:22][CH2:23][O:24][CH2:25]Cl.O, predict the reaction product. (3) Given the reactants [CH2:1]([N:3]1[CH:7]=[C:6]([C:8]2[CH:13]=[CH:12][N:11]=[C:10]3[NH:14][C:15]([C:17]([O-:19])=[O:18])=[CH:16][C:9]=23)[C:5]([C:20]2[CH:25]=[CH:24][CH:23]=[C:22]([NH:26][C:27]([NH:29][C:30]3[CH:35]=[CH:34][C:33]([C:36]([F:39])([F:38])[F:37])=[CH:32][CH:31]=3)=[O:28])[CH:21]=2)=[N:4]1)[CH3:2].[OH-].[Na+], predict the reaction product. The product is: [CH2:1]([N:3]1[CH:7]=[C:6]([C:8]2[CH:13]=[CH:12][N:11]=[C:10]3[NH:14][C:15]([C:17]([OH:19])=[O:18])=[CH:16][C:9]=23)[C:5]([C:20]2[CH:25]=[CH:24][CH:23]=[C:22]([NH:26][C:27]([NH:29][C:30]3[CH:31]=[CH:32][C:33]([C:36]([F:38])([F:39])[F:37])=[CH:34][CH:35]=3)=[O:28])[CH:21]=2)=[N:4]1)[CH3:2]. (4) Given the reactants [N+:1]([C:4]1[CH:13]=[C:12]2[C:7]([CH2:8][CH2:9][C:10](=O)[CH2:11]2)=[CH:6][CH:5]=1)([O-:3])=[O:2].[CH2:15]([NH2:18])[C:16]#[CH:17], predict the reaction product. The product is: [N+:1]([C:4]1[CH:5]=[CH:6][C:7]2[CH2:8][CH2:9][C:10]3[N:18]=[CH:15][CH:16]=[CH:17][C:11]=3[C:12]=2[CH:13]=1)([O-:3])=[O:2]. (5) Given the reactants ONC(=O)C1C=CC=CC=1C#CC1C=CC=CC=1.[N+:19]([C:22]1[CH:27]=[C:26]([C:28]2[S:29][CH:30]=[CH:31][CH:32]=2)[CH:25]=[CH:24][C:23]=1[NH:33][C:34](=[O:40])[O:35][C:36]([CH3:39])([CH3:38])[CH3:37])([O-])=O, predict the reaction product. The product is: [NH2:19][C:22]1[CH:27]=[C:26]([C:28]2[S:29][CH:30]=[CH:31][CH:32]=2)[CH:25]=[CH:24][C:23]=1[NH:33][C:34](=[O:40])[O:35][C:36]([CH3:38])([CH3:37])[CH3:39]. (6) Given the reactants [Br-].[C:2]1([S+:8]([C:15]2[CH:20]=[CH:19][CH:18]=[CH:17][CH:16]=2)[C:9]2[CH:14]=[CH:13][CH:12]=[CH:11][CH:10]=2)[CH:7]=[CH:6][CH:5]=[CH:4][CH:3]=1.[F:21][C:22]1[C:27]([S:28]([O-:31])(=[O:30])=[O:29])=[C:26]([F:32])[C:25]([F:33])=[C:24]([F:34])[C:23]=1[F:35].C[N+](C)(C)C, predict the reaction product. The product is: [F:21][C:22]1[C:27]([S:28]([O-:31])(=[O:30])=[O:29])=[C:26]([F:32])[C:25]([F:33])=[C:24]([F:34])[C:23]=1[F:35].[C:15]1([S+:8]([C:2]2[CH:3]=[CH:4][CH:5]=[CH:6][CH:7]=2)[C:9]2[CH:14]=[CH:13][CH:12]=[CH:11][CH:10]=2)[CH:16]=[CH:17][CH:18]=[CH:19][CH:20]=1.